This data is from Reaction yield outcomes from USPTO patents with 853,638 reactions. The task is: Predict the reaction yield, written as a fraction of the theoretical maximum amount of product (1.0 means a 100% yield; for example, 0.34 means a 34% yield). The product is [Cl-:2].[N:6]1[CH:7]=[CH:8][CH:9]=[C:4]([CH2:3][P+:22]([C:23]2[CH:24]=[CH:25][CH:26]=[CH:27][CH:28]=2)([C:29]2[CH:34]=[CH:33][CH:32]=[CH:31][CH:30]=2)[C:19]2[CH:18]=[CH:17][CH:16]=[CH:21][CH:20]=2)[CH:5]=1. The catalyst is O.C1(C)C(C)=CC=CC=1. The reactants are Cl.[Cl:2][CH2:3][C:4]1[CH:5]=[N:6][CH:7]=[CH:8][CH:9]=1.C([O-])([O-])=O.[K+].[K+].[CH:16]1[CH:21]=[CH:20][C:19]([P:22]([C:29]2[CH:34]=[CH:33][CH:32]=[CH:31][CH:30]=2)[C:23]2[CH:28]=[CH:27][CH:26]=[CH:25][CH:24]=2)=[CH:18][CH:17]=1. The yield is 0.480.